This data is from Full USPTO retrosynthesis dataset with 1.9M reactions from patents (1976-2016). The task is: Predict the reactants needed to synthesize the given product. (1) Given the product [C:1]([O:5][N:6]=[C:7]1[C:16]2[C:11](=[CH:12][CH:13]=[C:14]([CH2:17][NH:34][CH2:33][C:32]3[CH:35]=[CH:36][C:29]([F:28])=[CH:30][CH:31]=3)[CH:15]=2)[O:10][C:9]([C:19]2[N:24]=[CH:23][N:22]3[CH:25]=[CH:26][CH:27]=[C:21]3[CH:20]=2)=[CH:8]1)([CH3:2])([CH3:4])[CH3:3], predict the reactants needed to synthesize it. The reactants are: [C:1]([O:5][N:6]=[C:7]1[C:16]2[C:11](=[CH:12][CH:13]=[C:14]([CH:17]=O)[CH:15]=2)[O:10][C:9]([C:19]2[N:24]=[CH:23][N:22]3[CH:25]=[CH:26][CH:27]=[C:21]3[CH:20]=2)=[CH:8]1)([CH3:4])([CH3:3])[CH3:2].[F:28][C:29]1[CH:36]=[CH:35][C:32]([CH2:33][NH2:34])=[CH:31][CH:30]=1.C(O[BH-](OC(=O)C)OC(=O)C)(=O)C.[Na+]. (2) The reactants are: C(N(C(C)C)CC)(C)C.ClC(Cl)(O[C:14](=[O:20])OC(Cl)(Cl)Cl)Cl.[CH:22]1([N:26]2[CH2:32][CH2:31][C:30]3[CH:33]=[CH:34][C:35]([N:37]4[CH2:42][CH2:41][NH:40][CH2:39][CH2:38]4)=[CH:36][C:29]=3[CH2:28][CH2:27]2)[CH2:25][CH2:24][CH2:23]1.[NH2:43][C:44]1[CH:49]=[CH:48][CH:47]=[CH:46][CH:45]=1. Given the product [CH:22]1([N:26]2[CH2:32][CH2:31][C:30]3[CH:33]=[CH:34][C:35]([N:37]4[CH2:42][CH2:41][N:40]([C:14]([NH:43][C:44]5[CH:49]=[CH:48][CH:47]=[CH:46][CH:45]=5)=[O:20])[CH2:39][CH2:38]4)=[CH:36][C:29]=3[CH2:28][CH2:27]2)[CH2:25][CH2:24][CH2:23]1, predict the reactants needed to synthesize it. (3) Given the product [CH:14]([O:17][C:18]1[CH:26]=[CH:25][C:24]([S:27]([CH3:30])(=[O:29])=[O:28])=[CH:23][C:19]=1[C:20]([N:10]1[CH2:9][CH2:8][C:7]2[C:12](=[CH:13][C:4]([N+:1]([O-:3])=[O:2])=[CH:5][CH:6]=2)[CH2:11]1)=[O:21])([CH3:16])[CH3:15], predict the reactants needed to synthesize it. The reactants are: [N+:1]([C:4]1[CH:13]=[C:12]2[C:7]([CH2:8][CH2:9][NH:10][CH2:11]2)=[CH:6][CH:5]=1)([O-:3])=[O:2].[CH:14]([O:17][C:18]1[CH:26]=[CH:25][C:24]([S:27]([CH3:30])(=[O:29])=[O:28])=[CH:23][C:19]=1[C:20](O)=[O:21])([CH3:16])[CH3:15]. (4) Given the product [I:11][C:12]1[CH:17]=[CH:16][C:15]([C:18](=[O:28])[CH:19]([C:20]2[CH:25]=[CH:24][C:23]([O:26][CH3:27])=[CH:22][CH:21]=2)[CH2:34][C:33]2[CH:36]=[CH:37][CH:38]=[C:31]([O:30][CH3:29])[CH:32]=2)=[CH:14][CH:13]=1, predict the reactants needed to synthesize it. The reactants are: C[Si]([N-][Si](C)(C)C)(C)C.[K+].[I:11][C:12]1[CH:17]=[CH:16][C:15]([C:18](=[O:28])[CH2:19][C:20]2[CH:25]=[CH:24][C:23]([O:26][CH3:27])=[CH:22][CH:21]=2)=[CH:14][CH:13]=1.[CH3:29][O:30][C:31]1[CH:32]=[C:33]([CH:36]=[CH:37][CH:38]=1)[CH2:34]Cl. (5) The reactants are: Br[C:2]1[CH:3]=[N:4][CH:5]=[C:6]2[C:11]=1[N:10]=[C:9]([C:12]([N:14]1[CH2:17][CH:16]([O:18][CH3:19])[CH2:15]1)=[O:13])[CH:8]=[CH:7]2.[CH:20]([N:23]1[CH:27]=[C:26]([C:28]2[CH:33]=[CH:32][C:31](B3OC(C)(C)C(C)(C)O3)=[CH:30][CH:29]=2)[CH:25]=[N:24]1)([CH3:22])[CH3:21].[O-]P([O-])([O-])=O.[K+].[K+].[K+]. Given the product [CH:20]([N:23]1[CH:27]=[C:26]([C:28]2[CH:33]=[CH:32][C:31]([C:2]3[CH:3]=[N:4][CH:5]=[C:6]4[C:11]=3[N:10]=[C:9]([C:12]([N:14]3[CH2:17][CH:16]([O:18][CH3:19])[CH2:15]3)=[O:13])[CH:8]=[CH:7]4)=[CH:30][CH:29]=2)[CH:25]=[N:24]1)([CH3:22])[CH3:21], predict the reactants needed to synthesize it.